Dataset: Forward reaction prediction with 1.9M reactions from USPTO patents (1976-2016). Task: Predict the product of the given reaction. (1) The product is: [ClH:1].[OH:29][CH2:30][C:31]1([NH2:36])[CH2:35][CH2:34][CH2:33][CH2:32]1.[CH:28]1([NH:36][C:31]2([CH2:30][OH:29])[CH2:35][CH2:34][CH2:33][CH2:32]2)[CH2:24][CH2:25][CH2:26][CH2:27]1. Given the reactants [Cl:1]C1C(Cl)=C(C)C=CC=1N.C(NC1C=CC=CC=1)=O.OCCN.[CH2:24]1[C:28]2([NH:36][C:31]3([CH2:35][CH2:34][CH2:33][CH2:32]3)[CH2:30][O:29]2)[CH2:27][CH2:26][CH2:25]1.O1CCNC1, predict the reaction product. (2) Given the reactants [CH:1]1([C:4]2[C:5]3[C:12](I)=[CH:11][N:10]([Si:14]([CH:21]([CH3:23])[CH3:22])([CH:18]([CH3:20])[CH3:19])[CH:15]([CH3:17])[CH3:16])[C:6]=3[N:7]=[CH:8][N:9]=2)[CH2:3][CH2:2]1.C([Mg]Cl)(C)C.[C:29]([O:33][C:34](=[O:52])[N:35]([C:45]1[CH:46]=[N:47][C:48]([Cl:51])=[CH:49][CH:50]=1)[C:36]1[CH:41]=[CH:40][C:39]([CH:42]=[O:43])=[C:38]([F:44])[N:37]=1)([CH3:32])([CH3:31])[CH3:30].O, predict the reaction product. The product is: [C:29]([O:33][C:34](=[O:52])[N:35]([C:45]1[CH:46]=[N:47][C:48]([Cl:51])=[CH:49][CH:50]=1)[C:36]1[CH:41]=[CH:40][C:39]([CH:42]([C:12]2[C:5]3[C:4]([CH:1]4[CH2:2][CH2:3]4)=[N:9][CH:8]=[N:7][C:6]=3[N:10]([Si:14]([CH:21]([CH3:23])[CH3:22])([CH:18]([CH3:20])[CH3:19])[CH:15]([CH3:16])[CH3:17])[CH:11]=2)[OH:43])=[C:38]([F:44])[N:37]=1)([CH3:32])([CH3:30])[CH3:31]. (3) Given the reactants [OH:1][C@H:2]([CH3:19])[CH2:3][CH2:4][C:5]1[C:10]([O:11][CH2:12][O:13][CH3:14])=[CH:9][CH:8]=[CH:7][C:6]=1[NH:15][C:16](=[O:18])[CH3:17].C(N(CC)CC)C.[CH3:27][S:28](Cl)(=[O:30])=[O:29].[Cl-].[Na+], predict the reaction product. The product is: [CH3:27][S:28]([O:1][C@@H:2]([CH2:3][CH2:4][C:5]1[C:10]([O:11][CH2:12][O:13][CH3:14])=[CH:9][CH:8]=[CH:7][C:6]=1[NH:15][C:16](=[O:18])[CH3:17])[CH3:19])(=[O:30])=[O:29]. (4) Given the reactants C[O:2][C:3]1[C:10]([O:11]C)=[C:9]([O:13][CH3:14])[CH:8]=[CH:7][C:4]=1[CH:5]=[O:6].B(Cl)(Cl)Cl.C(=O)(O)[O-].[Na+].Cl, predict the reaction product. The product is: [OH:2][C:3]1[C:10]([OH:11])=[C:9]([O:13][CH3:14])[CH:8]=[CH:7][C:4]=1[CH:5]=[O:6]. (5) Given the reactants [Cl:1][C:2]1[CH:3]=[C:4]([C:8]2[C:17]3[C:12](=[CH:13][CH:14]=[C:15]([C:18]([C:26]4[CH:27]=[N:28][C:29]([Cl:32])=[CH:30][CH:31]=4)(O)[C:19]4[N:20]([CH3:24])[CH:21]=[N:22][CH:23]=4)[CH:16]=3)[N:11]([CH3:33])[C:10](=[O:34])[CH:9]=2)[CH:5]=[CH:6][CH:7]=1.CO.C(Cl)(Cl)Cl.[NH4+:41].[OH-], predict the reaction product. The product is: [NH2:41][C:18]([C:26]1[CH:27]=[N:28][C:29]([Cl:32])=[CH:30][CH:31]=1)([C:19]1[N:20]([CH3:24])[CH:21]=[N:22][CH:23]=1)[C:15]1[CH:16]=[C:17]2[C:12](=[CH:13][CH:14]=1)[N:11]([CH3:33])[C:10](=[O:34])[CH:9]=[C:8]2[C:4]1[CH:5]=[CH:6][CH:7]=[C:2]([Cl:1])[CH:3]=1. (6) The product is: [CH3:1][C:2]([CH3:32])([CH3:31])[C:3]([N:5]1[C:9]([CH2:16][CH2:17][NH:18][S:19]([CH2:22][CH2:23][NH:35][CH2:33][CH3:34])(=[O:21])=[O:20])([C:10]2[CH:15]=[CH:14][CH:13]=[CH:12][CH:11]=2)[S:8][C:7]([NH:24][C:25](=[O:30])[C:26]([CH3:29])([CH3:28])[CH3:27])=[N:6]1)=[O:4]. Given the reactants [CH3:1][C:2]([CH3:32])([CH3:31])[C:3]([N:5]1[C:9]([CH2:16][CH2:17][NH:18][S:19]([CH:22]=[CH2:23])(=[O:21])=[O:20])([C:10]2[CH:15]=[CH:14][CH:13]=[CH:12][CH:11]=2)[S:8][C:7]([NH:24][C:25](=[O:30])[C:26]([CH3:29])([CH3:28])[CH3:27])=[N:6]1)=[O:4].[CH2:33]([NH2:35])[CH3:34], predict the reaction product. (7) Given the reactants [F:1][C:2]1[CH:7]=[CH:6][C:5]([C:8]2[N:9]=[C:10]3[C:15]([CH3:16])=[C:14]([CH3:17])[C:13]([N:18]4[CH2:23][CH2:22][N:21](C(OC(C)(C)C)=O)[CH2:20][CH2:19]4)=[N:12][N:11]3[C:31]=2[C:32]2[CH:37]=[CH:36][N:35]=[CH:34][CH:33]=2)=[CH:4][CH:3]=1.FC(F)(F)C(O)=O, predict the reaction product. The product is: [F:1][C:2]1[CH:7]=[CH:6][C:5]([C:8]2[N:9]=[C:10]3[C:15]([CH3:16])=[C:14]([CH3:17])[C:13]([N:18]4[CH2:23][CH2:22][NH:21][CH2:20][CH2:19]4)=[N:12][N:11]3[C:31]=2[C:32]2[CH:33]=[CH:34][N:35]=[CH:36][CH:37]=2)=[CH:4][CH:3]=1.